From a dataset of Catalyst prediction with 721,799 reactions and 888 catalyst types from USPTO. Predict which catalyst facilitates the given reaction. (1) Reactant: [CH3:1][C:2]1[C:3]([C:12]2[CH:17]=[CH:16][CH:15]=[CH:14][C:13]=2[N+:18]([O-])=O)=[C:4]([C:7](OCC)=[O:8])[NH:5][CH:6]=1. Product: [CH3:1][C:2]1[C:3]2[C:12]3[CH:17]=[CH:16][CH:15]=[CH:14][C:13]=3[N:18]=[C:7]([OH:8])[C:4]=2[NH:5][CH:6]=1. The catalyst class is: 409. (2) Reactant: [NH2:1][O:2][S:3]([C:6]1[C:11]([CH3:12])=[CH:10][C:9]([CH3:13])=[CH:8][C:7]=1[CH3:14])(=[O:5])=[O:4].[F:15][C:16]1[C:21]([F:22])=[CH:20][N:19]=[C:18]([NH2:23])[CH:17]=1. Product: [NH2:1][N+:19]1[CH:20]=[C:21]([F:22])[C:16]([F:15])=[CH:17][C:18]=1[NH2:23].[CH3:12][C:11]1[CH:10]=[C:9]([CH3:13])[CH:8]=[C:7]([CH3:14])[C:6]=1[S:3]([O-:5])(=[O:4])=[O:2]. The catalyst class is: 4.